Dataset: Full USPTO retrosynthesis dataset with 1.9M reactions from patents (1976-2016). Task: Predict the reactants needed to synthesize the given product. (1) Given the product [F:10][C:8]1[CH:7]=[CH:6][C:3]([CH2:4][N:25]2[CH2:26][CH:22]3[CH2:21][N:20]([C:27]([O:29][N:38]4[C:39](=[O:40])[CH2:34][CH2:35][C:36]4=[O:37])=[O:28])[CH2:19][CH:23]3[CH2:24]2)=[C:2]([N:14]2[CH2:15][CH2:16][O:17][CH2:18][CH:13]2[CH3:12])[CH:9]=1, predict the reactants needed to synthesize it. The reactants are: F[C:2]1[CH:9]=[C:8]([F:10])[CH:7]=[CH:6][C:3]=1[CH:4]=O.Cl.[CH3:12][CH:13]1[CH2:18][O:17][CH2:16][CH2:15][NH:14]1.[CH2:19]1[CH:23]2[CH2:24][NH:25][CH2:26][CH:22]2[CH2:21][N:20]1[C:27]([O:29]C(C)(C)C)=[O:28].[CH2:34]1[C:39](=[O:40])[N:38](OC(O[N:38]2[C:39](=[O:40])[CH2:34][CH2:35][C:36]2=[O:37])=O)[C:36](=[O:37])[CH2:35]1. (2) Given the product [CH2:24]([C@H:2]([NH:1][C:58](=[O:60])[C@@H:57]([NH:61][C:62]([C:64]1[CH:73]=[CH:72][C:71]2[C:66](=[CH:67][CH:68]=[CH:69][CH:70]=2)[N:65]=1)=[O:63])[CH2:56][C:55]([NH2:54])=[O:74])[C@@H:3]([OH:23])[CH:4]([NH:5][S:6]([C:9]1[CH:14]=[CH:13][C:12]([O:15][CH3:16])=[CH:11][CH:10]=1)(=[O:7])=[O:8])[O:43][CH:34]1[CH2:35][CH2:36][CH2:83][CH2:82]1)[C:25]1[CH:30]=[CH:29][CH:28]=[CH:27][CH:26]=1, predict the reactants needed to synthesize it. The reactants are: [NH2:1][C@@H:2]([CH2:24][C:25]1[CH:30]=[CH:29][CH:28]=[CH:27][CH:26]=1)[C@H:3]([OH:23])[CH2:4][N:5](OC1CCCC1)[S:6]([C:9]1[CH:14]=[CH:13][C:12]([O:15][CH3:16])=[CH:11][CH:10]=1)(=[O:8])=[O:7].Cl.CN(C)[CH2:34][CH2:35][CH2:36]N=C=NCC.[OH:43]N1C2C=CC=CC=2N=N1.Cl.[NH2:54][C:55](=[O:74])[CH2:56][C@H:57]([NH:61][C:62]([C:64]1[CH:73]=[CH:72][C:71]2[C:66](=[CH:67][CH:68]=[CH:69][CH:70]=2)[N:65]=1)=[O:63])[C:58]([OH:60])=O.C(N([CH2:82][CH3:83])C(C)C)(C)C.